This data is from Catalyst prediction with 721,799 reactions and 888 catalyst types from USPTO. The task is: Predict which catalyst facilitates the given reaction. Reactant: [Li]CCCC.Br[C:7]1[CH:12]=[C:11]([C:13]([F:16])([F:15])[F:14])[CH:10]=[CH:9][C:8]=1[O:17][CH3:18].C([O:22][B:23](OC(C)C)[O:24]C(C)C)(C)C.Cl. Product: [CH3:18][O:17][C:8]1[CH:9]=[CH:10][C:11]([C:13]([F:16])([F:15])[F:14])=[CH:12][C:7]=1[B:23]([OH:24])[OH:22]. The catalyst class is: 27.